From a dataset of Forward reaction prediction with 1.9M reactions from USPTO patents (1976-2016). Predict the product of the given reaction. (1) Given the reactants [NH2:1][C:2]1[C:3]([F:11])=[C:4]([CH:7]=[CH:8][C:9]=1[Cl:10])[CH2:5][NH2:6].[CH3:12][C:13]([CH3:18])([CH3:17])[C:14](Cl)=[O:15], predict the reaction product. The product is: [NH2:1][C:2]1[C:3]([F:11])=[C:4]([CH:7]=[CH:8][C:9]=1[Cl:10])[CH2:5][NH:6][C:14](=[O:15])[C:13]([CH3:18])([CH3:17])[CH3:12]. (2) Given the reactants [CH:1]([C:3]1[CH:4]=[N:5][CH:6]=[CH:7][CH:8]=1)=O.[CH3:9][Si:10]([CH3:18])([CH3:17])[CH2:11][CH2:12][S:13]([NH2:16])(=[O:15])=[O:14].C(=O)(O)[O-].[Na+], predict the reaction product. The product is: [N:5]1[CH:6]=[CH:7][CH:8]=[C:3]([CH:1]=[N:16][S:13]([CH2:12][CH2:11][Si:10]([CH3:18])([CH3:17])[CH3:9])(=[O:15])=[O:14])[CH:4]=1. (3) Given the reactants C[Si](C=[N+]=[N-])(C)C.[Br:8][C:9]1[CH:14]=[CH:13][CH:12]=[CH:11][C:10]=1[CH2:15][C:16]([OH:18])=[O:17].[C:19](O)(=O)C, predict the reaction product. The product is: [CH3:19][O:17][C:16](=[O:18])[CH2:15][C:10]1[CH:11]=[CH:12][CH:13]=[CH:14][C:9]=1[Br:8]. (4) Given the reactants C[N:2](C)/[CH:3]=[CH:4]/[C:5]([C:7]1[C:12](=[O:13])[CH:11]=[CH:10][N:9]([C:14]2[CH:19]=[CH:18][CH:17]=[C:16]([S:20]([C:23]([F:26])([F:25])[F:24])(=[O:22])=[O:21])[CH:15]=2)[N:8]=1)=O.[C:28]1([NH:34]N)[CH:33]=[CH:32][CH:31]=[CH:30][CH:29]=1, predict the reaction product. The product is: [C:28]1([N:34]2[C:5]([C:7]3[C:12](=[O:13])[CH:11]=[CH:10][N:9]([C:14]4[CH:19]=[CH:18][CH:17]=[C:16]([S:20]([C:23]([F:24])([F:25])[F:26])(=[O:22])=[O:21])[CH:15]=4)[N:8]=3)=[CH:4][CH:3]=[N:2]2)[CH:33]=[CH:32][CH:31]=[CH:30][CH:29]=1.